Dataset: Full USPTO retrosynthesis dataset with 1.9M reactions from patents (1976-2016). Task: Predict the reactants needed to synthesize the given product. (1) Given the product [CH2:1]([C:3]1[C:4](=[O:26])[N:5](/[CH:18]=[CH:19]/[C:20]2[CH:21]=[CH:22][CH:23]=[CH:24][CH:25]=2)[C:6]([C:10]2[CH:15]=[CH:14][CH:13]=[CH:12][C:11]=2[OH:16])=[N:7][C:8]=1[CH3:9])[CH3:2], predict the reactants needed to synthesize it. The reactants are: [CH2:1]([C:3]1[C:4](=[O:26])[N:5](/[CH:18]=[CH:19]/[C:20]2[CH:25]=[CH:24][CH:23]=[CH:22][CH:21]=2)[C:6]([C:10]2[CH:15]=[CH:14][CH:13]=[CH:12][C:11]=2[O:16]C)=[N:7][C:8]=1[CH3:9])[CH3:2].B(Br)(Br)Br. (2) Given the product [O:1]1[CH2:6][CH2:5][CH2:4][O:3][CH:2]1[C:7]1[CH:8]=[CH:9][C:10]([C:13]2[S:21][C:20]3[C:15](=[N:16][CH:17]=[CH:18][C:19]=3[O:22][C:23]3[CH:29]=[CH:28][C:26]([NH:27][C:37]([NH:33][CH:34]4[CH2:35][CH2:36]4)=[O:43])=[CH:25][C:24]=3[F:30])[CH:14]=2)=[N:11][CH:12]=1, predict the reactants needed to synthesize it. The reactants are: [O:1]1[CH2:6][CH2:5][CH2:4][O:3][CH:2]1[C:7]1[CH:8]=[CH:9][C:10]([C:13]2[S:21][C:20]3[C:15](=[N:16][CH:17]=[CH:18][C:19]=3[O:22][C:23]3[CH:29]=[CH:28][C:26]([NH2:27])=[CH:25][C:24]=3[F:30])[CH:14]=2)=[N:11][CH:12]=1.CC[N:33]([CH:37](C)C)[CH:34]([CH3:36])[CH3:35].ClC(Cl)([O:43]C(=O)OC(Cl)(Cl)Cl)Cl.C1(N)CC1. (3) The reactants are: [F:1][C:2]1[CH:7]=[CH:6][C:5]([C:8]([C:10](=[CH:30]O)[CH2:11][CH2:12][N:13]2[CH2:18][CH2:17][C:16]([C:24]3[CH:29]=[CH:28][CH:27]=[CH:26][CH:25]=3)([C:19]([O:21][CH2:22][CH3:23])=[O:20])[CH2:15][CH2:14]2)=O)=[CH:4][CH:3]=1.O.[NH2:33][NH2:34]. Given the product [F:1][C:2]1[CH:7]=[CH:6][C:5]([C:8]2[C:10]([CH2:11][CH2:12][N:13]3[CH2:18][CH2:17][C:16]([C:24]4[CH:29]=[CH:28][CH:27]=[CH:26][CH:25]=4)([C:19]([O:21][CH2:22][CH3:23])=[O:20])[CH2:15][CH2:14]3)=[CH:30][NH:34][N:33]=2)=[CH:4][CH:3]=1, predict the reactants needed to synthesize it. (4) Given the product [C:1]([O:4][C@H:5](/[CH:7]=[CH:8]\[C:9]([NH:11][C@@H:12]1[CH2:17][C@H:16]([CH3:18])[C@H:15]([CH2:19]/[CH:20]=[C:21](\[CH3:41])/[CH:22]=[CH:23]/[C@H:24]2[O:31][C@H:30]([CH2:32][NH:33][C:34](=[O:39])[NH2:35])[CH2:29][C@:26]3([O:28][CH2:27]3)[C@@H:25]2[OH:40])[O:14][C@@H:13]1[CH3:42])=[O:10])[CH3:6])(=[O:3])[CH3:2], predict the reactants needed to synthesize it. The reactants are: [C:1]([O:4][C@H:5](/[CH:7]=[CH:8]\[C:9]([NH:11][C@@H:12]1[CH2:17][C@H:16]([CH3:18])[C@H:15]([CH2:19]/[CH:20]=[C:21](\[CH3:41])/[CH:22]=[CH:23]/[C@H:24]2[O:31][C@H:30]([CH2:32][NH:33][C:34](=[O:39])[NH:35]CCC)[CH2:29][C@:26]3([O:28][CH2:27]3)[C@@H:25]2[OH:40])[O:14][C@@H:13]1[CH3:42])=[O:10])[CH3:6])(=[O:3])[CH3:2].C(N)CC. (5) Given the product [Na+:33].[CH3:1][O:2][C:3]1[CH:27]=[C:26]([O:28][CH3:29])[CH:25]=[C:24]([O:30][CH3:31])[C:4]=1/[CH:5]=[CH:6]/[S:7]([CH2:10][C:11]1[CH:12]=[CH:13][C:14]([O:22][CH3:23])=[C:15]([NH:17][CH2:18][C:19]([O-:21])=[O:20])[CH:16]=1)(=[O:8])=[O:9], predict the reactants needed to synthesize it. The reactants are: [CH3:1][O:2][C:3]1[CH:27]=[C:26]([O:28][CH3:29])[CH:25]=[C:24]([O:30][CH3:31])[C:4]=1/[CH:5]=[CH:6]/[S:7]([CH2:10][C:11]1[CH:12]=[CH:13][C:14]([O:22][CH3:23])=[C:15]([NH:17][CH2:18][C:19]([OH:21])=[O:20])[CH:16]=1)(=[O:9])=[O:8].[OH-].[Na+:33]. (6) Given the product [CH3:35][O:34][C:31]1[CH:30]=[CH:29][C:28]([S:25]([C:6]2([C:4]([OH:5])=[O:3])[CH2:11][CH2:10][N:9]([CH2:12][C:13]3[CH:18]=[CH:17][C:16]([C:19]4[CH:24]=[CH:23][CH:22]=[CH:21][N:20]=4)=[CH:15][CH:14]=3)[CH2:8][CH2:7]2)(=[O:27])=[O:26])=[CH:33][CH:32]=1, predict the reactants needed to synthesize it. The reactants are: C([O:3][C:4]([C:6]1([S:25]([C:28]2[CH:33]=[CH:32][C:31]([O:34][CH3:35])=[CH:30][CH:29]=2)(=[O:27])=[O:26])[CH2:11][CH2:10][N:9]([CH2:12][C:13]2[CH:18]=[CH:17][C:16]([C:19]3[CH:24]=[CH:23][CH:22]=[CH:21][N:20]=3)=[CH:15][CH:14]=2)[CH2:8][CH2:7]1)=[O:5])C. (7) Given the product [CH2:16]([CH:15]([CH2:18][CH3:19])[CH2:14][N:1]1[C:6]([CH3:20])=[C:5]([CH3:10])[C:4](=[O:11])[O:3][C:2]1=[O:12])[CH3:17], predict the reactants needed to synthesize it. The reactants are: [NH:1]1[C:6]2N=CC=[CH:10][C:5]=2[C:4](=[O:11])[O:3][C:2]1=[O:12].Br[CH2:14][CH:15]([CH2:18][CH3:19])[CH2:16][CH3:17].[CH2:20](Br)CCC.